From a dataset of Forward reaction prediction with 1.9M reactions from USPTO patents (1976-2016). Predict the product of the given reaction. Given the reactants [CH2:1]([O:3][C:4]1[CH:9]=[CH:8][CH:7]=[CH:6][C:5]=1[O:10][CH2:11][CH3:12])[CH3:2].[C:13]1(=[O:19])[O:18][C:16](=[O:17])[CH2:15][CH2:14]1.[Cl-].[Al+3].[Cl-].[Cl-].Cl, predict the reaction product. The product is: [CH2:11]([O:10][C:5]1[CH:6]=[C:7]([C:13](=[O:19])[CH2:14][CH2:15][C:16]([OH:18])=[O:17])[CH:8]=[CH:9][C:4]=1[O:3][CH2:1][CH3:2])[CH3:12].